This data is from CYP1A2 inhibition data for predicting drug metabolism from PubChem BioAssay. The task is: Regression/Classification. Given a drug SMILES string, predict its absorption, distribution, metabolism, or excretion properties. Task type varies by dataset: regression for continuous measurements (e.g., permeability, clearance, half-life) or binary classification for categorical outcomes (e.g., BBB penetration, CYP inhibition). Dataset: cyp1a2_veith. (1) The molecule is CCN(CC)CCOC(=O)c1cc(Cl)c(N)cc1OC. The result is 1 (inhibitor). (2) The drug is CN(C)[C@H]1C(=O)C(C(=O)NCN2CCCC2)=C(O)[C@]2(O)C(=O)C3=C(O)c4c(O)cccc4[C@@](C)(O)[C@H]3C[C@@H]12. The result is 0 (non-inhibitor). (3) The drug is CCCN1CCc2cccc3c2[C@@H]1Cc1ccc(O)c(O)c1-3. The result is 1 (inhibitor).